From a dataset of Catalyst prediction with 721,799 reactions and 888 catalyst types from USPTO. Predict which catalyst facilitates the given reaction. (1) Product: [CH2:29]([O:28][C:26]([N:12]1[CH2:13][CH:14]([CH2:16][O:17][C:18]2[CH:23]=[CH:22][C:21]([F:24])=[C:20]([F:25])[CH:19]=2)[CH:15]2[NH:8][CH2:9][CH2:10][CH:11]12)=[O:27])[C:30]1[CH:31]=[CH:32][CH:33]=[CH:34][CH:35]=1. The catalyst class is: 2. Reactant: C(OC([N:8]1[CH:15]2[CH:11]([N:12]([C:26]([O:28][CH2:29][C:30]3[CH:35]=[CH:34][CH:33]=[CH:32][CH:31]=3)=[O:27])[CH2:13][CH:14]2[CH2:16][O:17][C:18]2[CH:23]=[CH:22][C:21]([F:24])=[C:20]([F:25])[CH:19]=2)[CH2:10][CH2:9]1)=O)(C)(C)C.C(O)(C(F)(F)F)=O. (2) Reactant: C[O:2][C:3]1[C:8]([C:9]2[CH:14]=[CH:13][C:12]([O:15][C:16]3[CH:21]=[CH:20][N:19]=[C:18]([C:22]4[CH:23]=[N:24][N:25]([CH3:27])[CH:26]=4)[CH:17]=3)=[C:11]([CH3:28])[N:10]=2)=[CH:7][N:6]=[C:5]([N:29]2[CH2:33][CH2:32][CH2:31][C@@H:30]2[CH2:34][O:35][CH3:36])[N:4]=1.Br.CCOCC. Product: [CH3:36][O:35][CH2:34][C@H:30]1[CH2:31][CH2:32][CH2:33][N:29]1[C:5]1[NH:4][C:3](=[O:2])[C:8]([C:9]2[CH:14]=[CH:13][C:12]([O:15][C:16]3[CH:21]=[CH:20][N:19]=[C:18]([C:22]4[CH:23]=[N:24][N:25]([CH3:27])[CH:26]=4)[CH:17]=3)=[C:11]([CH3:28])[N:10]=2)=[CH:7][N:6]=1. The catalyst class is: 52. (3) Reactant: [CH2:1]1[C:9]2[C:4](=[CH:5][C:6]([NH:10][C:11](=[O:13])[CH3:12])=[CH:7][CH:8]=2)[CH2:3][CH2:2]1.CC(O)=[O:16].C(OC(C)=O)(C)=O. Product: [O:16]=[C:1]1[C:9]2[C:4](=[CH:5][C:6]([NH:10][C:11](=[O:13])[CH3:12])=[CH:7][CH:8]=2)[CH2:3][CH2:2]1. The catalyst class is: 6. (4) Reactant: Cl.[Cl:2][CH:3]([C:8]1[C:9](=[O:17])[C:10]([OH:16])=[C:11]([CH3:15])[N:12]([CH3:14])[CH:13]=1)[C:4]([F:7])([F:6])[F:5].[CH3:18][N:19]1[CH2:24][CH2:23][NH:22][CH2:21][CH2:20]1. Product: [ClH:2].[OH:16][C:10]1[C:9](=[O:17])[C:8]([CH:3]([N:22]2[CH2:23][CH2:24][N:19]([CH3:18])[CH2:20][CH2:21]2)[C:4]([F:7])([F:6])[F:5])=[CH:13][N:12]([CH3:14])[C:11]=1[CH3:15]. The catalyst class is: 5. (5) Reactant: [CH2:1]([O:8][C:9]1[C:14]([C:15]([CH3:18])([CH3:17])[CH3:16])=[CH:13][CH:12]=[CH:11][C:10]=1[C:19]1[CH:24]=[CH:23][CH:22]=[C:21]([CH:25]([C:27]2[CH:32]=[CH:31][CH:30]=[CH:29][N:28]=2)[OH:26])[CH:20]=1)[C:2]1[CH:7]=[CH:6][CH:5]=[CH:4][CH:3]=1. Product: [CH2:1]([O:8][C:9]1[C:14]([C:15]([CH3:18])([CH3:17])[CH3:16])=[CH:13][CH:12]=[CH:11][C:10]=1[C:19]1[CH:24]=[CH:23][CH:22]=[C:21]([C:25]([C:27]2[CH:32]=[CH:31][CH:30]=[CH:29][N:28]=2)=[O:26])[CH:20]=1)[C:2]1[CH:7]=[CH:6][CH:5]=[CH:4][CH:3]=1. The catalyst class is: 327. (6) Reactant: [CH3:1][N:2]1[CH:6]=[N:5][N:4]=[C:3]1[C@H:7]([C:13]1[CH:18]=[CH:17][C:16]([O:19][CH2:20][C:21]2[CH:30]=[C:29]([CH3:31])[C:28]3[CH2:27][CH2:26][CH2:25][CH2:24][C:23]=3[CH:22]=2)=[CH:15][CH:14]=1)[CH2:8][C:9]([O:11]C)=[O:10].[Li+].[OH-]. The catalyst class is: 242. Product: [CH3:1][N:2]1[CH:6]=[N:5][N:4]=[C:3]1[C@H:7]([C:13]1[CH:14]=[CH:15][C:16]([O:19][CH2:20][C:21]2[CH:30]=[C:29]([CH3:31])[C:28]3[CH2:27][CH2:26][CH2:25][CH2:24][C:23]=3[CH:22]=2)=[CH:17][CH:18]=1)[CH2:8][C:9]([OH:11])=[O:10].